From a dataset of Reaction yield outcomes from USPTO patents with 853,638 reactions. Predict the reaction yield, written as a fraction of the theoretical maximum amount of product (1.0 means a 100% yield; for example, 0.34 means a 34% yield). (1) The reactants are [CH2:1]([O:3][C:4]1[N:8]([CH2:9][C:10]2[CH:15]=[CH:14][C:13]([C:16]3[CH:21]=[CH:20][CH:19]=[CH:18][C:17]=3[C:22]3[NH:26][C:25](=[O:27])[O:24][N:23]=3)=[CH:12][CH:11]=2)[C:7]2[C:28]([C:32]([OH:34])=[O:33])=[CH:29][CH:30]=[CH:31][C:6]=2[N:5]=1)[CH3:2].O[CH2:36][C:37]1[O:38][C:39](=[O:43])[O:40][C:41]=1[CH3:42].C1(C)C=CC(S(Cl)(=O)=O)=CC=1.C(=O)([O-])[O-].[K+].[K+]. The catalyst is CN(C)C(=O)C.O.CC(C)=O. The product is [CH2:1]([O:3][C:4]1[N:8]([CH2:9][C:10]2[CH:11]=[CH:12][C:13]([C:16]3[CH:21]=[CH:20][CH:19]=[CH:18][C:17]=3[C:22]3[NH:26][C:25](=[O:27])[O:24][N:23]=3)=[CH:14][CH:15]=2)[C:7]2[C:28]([C:32]([O:34][CH2:36][C:37]3[O:38][C:39](=[O:43])[O:40][C:41]=3[CH3:42])=[O:33])=[CH:29][CH:30]=[CH:31][C:6]=2[N:5]=1)[CH3:2]. The yield is 0.950. (2) The reactants are Cl[C:2]1[N:10]=[C:9]2[C:5]([N:6]=[CH:7][N:8]2[CH:11]([CH3:13])[CH3:12])=[C:4]([NH:14][CH2:15][CH2:16][C:17]2[CH:22]=[CH:21][CH:20]=[CH:19][CH:18]=2)[N:3]=1.[NH2:23][C@H:24]([CH2:27][CH3:28])[CH2:25][OH:26]. The catalyst is O. The product is [CH:11]([N:8]1[CH:7]=[N:6][C:5]2[C:9]1=[N:10][C:2]([NH:23][C@H:24]([CH2:27][CH3:28])[CH2:25][OH:26])=[N:3][C:4]=2[NH:14][CH2:15][CH2:16][C:17]1[CH:22]=[CH:21][CH:20]=[CH:19][CH:18]=1)([CH3:13])[CH3:12]. The yield is 0.340. (3) The reactants are [F:1][C:2]1[CH:17]=[C:16]([NH:18][C:19]([C:21]2([C:24](=[O:33])[NH:25][C:26]3[CH:31]=[CH:30][C:29]([F:32])=[CH:28][CH:27]=3)[CH2:23][CH2:22]2)=[O:20])[CH:15]=[CH:14][C:3]=1[O:4][C:5]1[CH:10]=[CH:9][N:8]=[C:7](C(N)=O)[CH:6]=1.O.FC(F)(F)C(OI(C1C=CC=CC=1)OC(=O)C(F)(F)F)=O.[N:56]1C=CC=CC=1. The catalyst is CN(C)C=O. The product is [NH2:56][C:7]1[CH:6]=[C:5]([O:4][C:3]2[CH:14]=[CH:15][C:16]([NH:18][C:19]([C:21]3([C:24]([NH:25][C:26]4[CH:31]=[CH:30][C:29]([F:32])=[CH:28][CH:27]=4)=[O:33])[CH2:23][CH2:22]3)=[O:20])=[CH:17][C:2]=2[F:1])[CH:10]=[CH:9][N:8]=1. The yield is 0.640. (4) The reactants are [CH3:1][S:2]([N:5]1[CH2:10][CH2:9][C:8]2[N:11]([CH2:24][CH2:25][CH:26]=O)[N:12]=[C:13]([C:14]3[CH:19]=[CH:18][C:17]([C:20]([F:23])([F:22])[F:21])=[CH:16][CH:15]=3)[C:7]=2[CH2:6]1)(=[O:4])=[O:3].[N:28]1([C:34]2[C:38]3[CH:39]=[CH:40][CH:41]=[CH:42][C:37]=3[S:36](=[O:44])(=[O:43])[N:35]=2)[CH2:33][CH2:32][NH:31][CH2:30][CH2:29]1.CC(O)=O.[BH-](OC(C)=O)(OC(C)=O)OC(C)=O.[Na+].C([O-])(O)=O.[Na+]. The catalyst is C(Cl)Cl. The product is [O:44]=[S:36]1(=[O:43])[C:37]2[CH:42]=[CH:41][CH:40]=[CH:39][C:38]=2[C:34]([N:28]2[CH2:33][CH2:32][N:31]([CH2:26][CH2:25][CH2:24][N:11]3[C:8]4[CH2:9][CH2:10][N:5]([S:2]([CH3:1])(=[O:4])=[O:3])[CH2:6][C:7]=4[C:13]([C:14]4[CH:19]=[CH:18][C:17]([C:20]([F:23])([F:22])[F:21])=[CH:16][CH:15]=4)=[N:12]3)[CH2:30][CH2:29]2)=[N:35]1. The yield is 0.760.